From a dataset of Peptide-MHC class I binding affinity with 185,985 pairs from IEDB/IMGT. Regression. Given a peptide amino acid sequence and an MHC pseudo amino acid sequence, predict their binding affinity value. This is MHC class I binding data. (1) The peptide sequence is TTGIGYQPYR. The MHC is HLA-A11:01 with pseudo-sequence HLA-A11:01. The binding affinity (normalized) is 0.350. (2) The peptide sequence is ATDALMTGY. The MHC is HLA-B07:02 with pseudo-sequence HLA-B07:02. The binding affinity (normalized) is 0.0388. (3) The peptide sequence is LPLIVDTAA. The MHC is HLA-A02:01 with pseudo-sequence HLA-A02:01. The binding affinity (normalized) is 0.0847. (4) The peptide sequence is FSLGVLGM. The MHC is H-2-Db with pseudo-sequence H-2-Db. The binding affinity (normalized) is 0.129. (5) The peptide sequence is NRINVELSL. The MHC is HLA-B38:01 with pseudo-sequence HLA-B38:01. The binding affinity (normalized) is 0.603. (6) The peptide sequence is LPRERFRKT. The MHC is HLA-B15:01 with pseudo-sequence HLA-B15:01. The binding affinity (normalized) is 0.0847. (7) The peptide sequence is KLLQICMWF. The MHC is HLA-A69:01 with pseudo-sequence HLA-A69:01. The binding affinity (normalized) is 0.0847.